Dataset: Retrosynthesis with 50K atom-mapped reactions and 10 reaction types from USPTO. Task: Predict the reactants needed to synthesize the given product. (1) Given the product NCC1(C(=O)N2CCCC2)CCC(S(=O)(=O)CC2CC2)CC1, predict the reactants needed to synthesize it. The reactants are: N#CC1(C(=O)N2CCCC2)CCC(S(=O)(=O)CC2CC2)CC1. (2) Given the product CCN1N(c2ccc(I)cn2)C(=O)CC1(C)C, predict the reactants needed to synthesize it. The reactants are: CCN1NC(=O)CC1(C)C.Fc1ccc(I)cn1.